From a dataset of Reaction yield outcomes from USPTO patents with 853,638 reactions. Predict the reaction yield, written as a fraction of the theoretical maximum amount of product (1.0 means a 100% yield; for example, 0.34 means a 34% yield). (1) The catalyst is C(#N)C. The reactants are [CH2:1]([Br:8])[C:2]1[CH:7]=[CH:6][CH:5]=[CH:4][CH:3]=1.C(=O)([O-])[O-].[K+].[K+].Cl.[C:16]([O:19][CH2:20][CH3:21])(=O)[CH3:17].[CH2:22](Cl)Cl.[CH3:25][CH2:26][CH2:27][CH2:28][CH2:29]C. The product is [Br:8][C:1]1[C:2]2[CH2:7][CH2:6][CH2:5][CH2:4][C:3]=2[C:16]([O:19][CH2:20][C:21]2[CH:29]=[CH:28][CH:27]=[CH:26][CH:25]=2)=[CH:17][CH:22]=1. The yield is 0.630. (2) The reactants are [CH2:1]([C@H:8]1[CH2:12][O:11][C:10](=[O:13])[NH:9]1)[C:2]1[CH:7]=[CH:6][CH:5]=[CH:4][CH:3]=1.C([Li])CCC.[C:19](Cl)(=[O:24])[CH2:20][CH2:21][CH2:22][CH3:23]. The catalyst is C1COCC1.[NH4+].[Cl-].C(OCC)(=O)C. The product is [CH2:1]([C@H:8]1[CH2:12][O:11][C:10](=[O:13])[N:9]1[C:19](=[O:24])[CH2:20][CH2:21][CH2:22][CH3:23])[C:2]1[CH:3]=[CH:4][CH:5]=[CH:6][CH:7]=1. The yield is 0.990. (3) The reactants are [CH3:1][Si:2]([CH3:28])([CH3:27])[CH2:3][CH2:4][O:5][CH2:6][N:7]1[C:11]2[N:12]=[CH:13][N:14]=[C:15]([C:16]3[CH:17]=[N:18][N:19]([CH:21]([CH2:25][CH3:26])[CH2:22][CH:23]=O)[CH:20]=3)[C:10]=2[CH:9]=[CH:8]1.C(Cl)Cl.C1(P(C2C=CC=CC=2)C2C=CC=CC=2)C=CC=CC=1.[C:51](Br)(Br)([Br:53])[Br:52]. The catalyst is O. The product is [Br:52][C:51]([Br:53])=[CH:23][CH2:22][CH:21]([N:19]1[CH:20]=[C:16]([C:15]2[C:10]3[CH:9]=[CH:8][N:7]([CH2:6][O:5][CH2:4][CH2:3][Si:2]([CH3:28])([CH3:1])[CH3:27])[C:11]=3[N:12]=[CH:13][N:14]=2)[CH:17]=[N:18]1)[CH2:25][CH3:26]. The yield is 0.100. (4) The reactants are Br[C:2]1[CH:3]=[N:4][N:5]([CH3:17])[C:6]=1[C:7]1[CH:8]=[C:9]([C:13]([O:15][CH3:16])=[O:14])[O:10][C:11]=1[CH3:12].[C:18](=O)([O-])[O-].[K+].[K+].CB1OB(C)OB(C)O1. The catalyst is CN(C)C=O.C1C=CC(P(C2C=CC=CC=2)[C-]2C=CC=C2)=CC=1.C1C=CC(P(C2C=CC=CC=2)[C-]2C=CC=C2)=CC=1.Cl[Pd]Cl.[Fe+2]. The product is [CH3:17][N:5]1[C:6]([C:7]2[CH:8]=[C:9]([C:13]([O:15][CH3:16])=[O:14])[O:10][C:11]=2[CH3:12])=[C:2]([CH3:18])[CH:3]=[N:4]1. The yield is 0.590. (5) The reactants are [F:1][C:2]1[CH:3]=[C:4]([CH:8]=[CH:9][C:10]=1[OH:11])[C:5]([OH:7])=[O:6].[F:12][C:13]([F:23])([F:22])[C:14]1[CH:21]=[CH:20][C:17]([CH2:18]Br)=[CH:16][CH:15]=1. No catalyst specified. The product is [F:12][C:13]([F:23])([F:22])[C:14]1[CH:21]=[CH:20][C:17]([CH2:18][O:6][C:5](=[O:7])[C:4]2[CH:8]=[CH:9][C:10]([O:11][CH2:18][C:17]3[CH:16]=[CH:15][C:14]([C:13]([F:12])([F:22])[F:23])=[CH:21][CH:20]=3)=[C:2]([F:1])[CH:3]=2)=[CH:16][CH:15]=1. The yield is 0.690. (6) The product is [CH2:17]([O:16][C:14](=[O:15])[C:5]1[CH:10]=[CH:9][C:8]([F:11])=[CH:7][C:6]=1[CH3:12])[CH3:18]. The catalyst is C1COCC1.CCOCC. The reactants are [Mg].II.Br[C:5]1[CH:10]=[CH:9][C:8]([F:11])=[CH:7][C:6]=1[CH3:12].Cl[C:14]([O:16][CH2:17][CH3:18])=[O:15]. The yield is 0.760.